From a dataset of CYP2C19 inhibition data for predicting drug metabolism from PubChem BioAssay. Regression/Classification. Given a drug SMILES string, predict its absorption, distribution, metabolism, or excretion properties. Task type varies by dataset: regression for continuous measurements (e.g., permeability, clearance, half-life) or binary classification for categorical outcomes (e.g., BBB penetration, CYP inhibition). Dataset: cyp2c19_veith. (1) The compound is CC(=O)O[C@H]1C2=C(C(=O)[C@H]3O[C@@H]31)[C@H]1[C@H](C)O[C@@H]2[C@@]23C(=O)[C@H]4O[C@@H]4[C@@H](O)C2=CO[C@H](C)[C@@H]13. The result is 0 (non-inhibitor). (2) The compound is N#C/C(=C/N1CCOCC1)c1ccccc1. The result is 1 (inhibitor). (3) The compound is CC(=O)O.CN1CCN(CN2C(=O)C3C4C=CC(C3C2=O)C2C3C(=O)N(CN5CCN(C)CC5)C(=O)C3C42)CC1. The result is 0 (non-inhibitor). (4) The molecule is COc1cc2c(cc1OC)[C@]13CCN4CC5=CCO[C@H](CC(=O)O)[C@H]([C@H]5C[C@H]41)[C@H]3N2. The result is 0 (non-inhibitor). (5) The result is 1 (inhibitor). The drug is COc1ccc(Oc2ncc3nc(CCc4ccccc4)c(=O)n(C4CC4)c3n2)cc1.